This data is from NCI-60 drug combinations with 297,098 pairs across 59 cell lines. The task is: Regression. Given two drug SMILES strings and cell line genomic features, predict the synergy score measuring deviation from expected non-interaction effect. (1) Drug 1: CC1OCC2C(O1)C(C(C(O2)OC3C4COC(=O)C4C(C5=CC6=C(C=C35)OCO6)C7=CC(=C(C(=C7)OC)O)OC)O)O. Drug 2: CCN(CC)CCCC(C)NC1=C2C=C(C=CC2=NC3=C1C=CC(=C3)Cl)OC. Cell line: SW-620. Synergy scores: CSS=58.1, Synergy_ZIP=3.33, Synergy_Bliss=2.68, Synergy_Loewe=3.75, Synergy_HSA=5.85. (2) Drug 1: CC1=CC2C(CCC3(C2CCC3(C(=O)C)OC(=O)C)C)C4(C1=CC(=O)CC4)C. Drug 2: C1CC(C1)(C(=O)O)C(=O)O.[NH2-].[NH2-].[Pt+2]. Cell line: SW-620. Synergy scores: CSS=29.4, Synergy_ZIP=-7.50, Synergy_Bliss=-1.21, Synergy_Loewe=-7.78, Synergy_HSA=-3.47. (3) Drug 1: CC(CN1CC(=O)NC(=O)C1)N2CC(=O)NC(=O)C2. Drug 2: C1C(C(OC1N2C=NC(=NC2=O)N)CO)O. Cell line: HT29. Synergy scores: CSS=42.1, Synergy_ZIP=-2.37, Synergy_Bliss=0.297, Synergy_Loewe=5.41, Synergy_HSA=6.28. (4) Drug 2: CC1=C(C(=O)C2=C(C1=O)N3CC4C(C3(C2COC(=O)N)OC)N4)N. Synergy scores: CSS=46.1, Synergy_ZIP=-2.50, Synergy_Bliss=-4.58, Synergy_Loewe=-10.7, Synergy_HSA=-1.21. Cell line: SF-539. Drug 1: CCN(CC)CCNC(=O)C1=C(NC(=C1C)C=C2C3=C(C=CC(=C3)F)NC2=O)C. (5) Drug 1: C1CC2CC3=C(CC1C24CN(S(=O)(=O)N4)CC(F)(F)F)C=CC(=C3)C=CCN5CCC(CC5)C(F)(F)F. Drug 2: CC1=C(C(=CC=C1)Cl)NC(=O)C2=CN=C(S2)NC3=CC(=NC(=N3)C)N4CCN(CC4)CCO. Cell line: HT29. Synergy scores: CSS=80.8, Synergy_ZIP=8.08, Synergy_Bliss=8.55, Synergy_Loewe=14.3, Synergy_HSA=18.1. (6) Drug 1: CCCCC(=O)OCC(=O)C1(CC(C2=C(C1)C(=C3C(=C2O)C(=O)C4=C(C3=O)C=CC=C4OC)O)OC5CC(C(C(O5)C)O)NC(=O)C(F)(F)F)O. Drug 2: C1=NC2=C(N=C(N=C2N1C3C(C(C(O3)CO)O)F)Cl)N. Cell line: NCI-H226. Synergy scores: CSS=23.0, Synergy_ZIP=-1.88, Synergy_Bliss=-3.08, Synergy_Loewe=-3.71, Synergy_HSA=-3.22.